This data is from Reaction yield outcomes from USPTO patents with 853,638 reactions. The task is: Predict the reaction yield, written as a fraction of the theoretical maximum amount of product (1.0 means a 100% yield; for example, 0.34 means a 34% yield). The reactants are Br[C:2]1[C:7]2[S:8][C:9]([C:11]3[C:16]([Cl:17])=[CH:15][CH:14]=[CH:13][C:12]=3[Cl:18])=[N:10][C:6]=2[CH:5]=[CH:4][N:3]=1.[OH:19][CH2:20][C:21]([NH2:23])=[O:22].CC1(C)C2C(=C(P(C3C=CC=CC=3)C3C=CC=CC=3)C=CC=2)OC2C(P(C3C=CC=CC=3)C3C=CC=CC=3)=CC=CC1=2.C([O-])([O-])=O.[Cs+].[Cs+]. The catalyst is O1CCOCC1.C1C=CC(/C=C/C(/C=C/C2C=CC=CC=2)=O)=CC=1.C1C=CC(/C=C/C(/C=C/C2C=CC=CC=2)=O)=CC=1.C1C=CC(/C=C/C(/C=C/C2C=CC=CC=2)=O)=CC=1.[Pd].[Pd]. The product is [Cl:18][C:12]1[CH:13]=[CH:14][CH:15]=[C:16]([Cl:17])[C:11]=1[C:9]1[S:8][C:7]2[C:2]([NH:23][C:21](=[O:22])[CH2:20][OH:19])=[N:3][CH:4]=[CH:5][C:6]=2[N:10]=1. The yield is 0.270.